This data is from Merck oncology drug combination screen with 23,052 pairs across 39 cell lines. The task is: Regression. Given two drug SMILES strings and cell line genomic features, predict the synergy score measuring deviation from expected non-interaction effect. (1) Drug 1: COc1cc(C2c3cc4c(cc3C(OC3OC5COC(C)OC5C(O)C3O)C3COC(=O)C23)OCO4)cc(OC)c1O. Drug 2: NC(=O)c1cccc2cn(-c3ccc(C4CCCNC4)cc3)nc12. Cell line: VCAP. Synergy scores: synergy=22.1. (2) Drug 1: COc1cc(C2c3cc4c(cc3C(OC3OC5COC(C)OC5C(O)C3O)C3COC(=O)C23)OCO4)cc(OC)c1O. Drug 2: O=C(O)C1(Cc2cccc(Nc3nccs3)n2)CCC(Oc2cccc(Cl)c2F)CC1. Cell line: OVCAR3. Synergy scores: synergy=-23.8. (3) Drug 1: Cn1nnc2c(C(N)=O)ncn2c1=O. Drug 2: NC1(c2ccc(-c3nc4ccn5c(=O)[nH]nc5c4cc3-c3ccccc3)cc2)CCC1. Cell line: PA1. Synergy scores: synergy=11.5. (4) Drug 1: CN(Cc1cnc2nc(N)nc(N)c2n1)c1ccc(C(=O)NC(CCC(=O)O)C(=O)O)cc1. Drug 2: CCc1cnn2c(NCc3ccc[n+]([O-])c3)cc(N3CCCCC3CCO)nc12. Cell line: NCIH1650. Synergy scores: synergy=-10.1.